From a dataset of Forward reaction prediction with 1.9M reactions from USPTO patents (1976-2016). Predict the product of the given reaction. (1) Given the reactants [CH3:1]CCCN1C(C(NC2C(C)=CC=CC=2C)=O)CCCC1.[CH3:22][NH:23][CH2:24][C@H:25]([OH:34])[C:26]1[CH:27]=[CH:28][C:29](O)=[C:30](O)[CH:31]=1, predict the reaction product. The product is: [CH3:1][C@H:24]([NH:23][CH3:22])[C@H:25]([OH:34])[C:26]1[CH:27]=[CH:28][CH:29]=[CH:30][CH:31]=1. (2) The product is: [CH3:7][C:6]1([CH3:8])[C:2]([CH3:1])([CH3:23])[O:3][B:4]([C:9]2[CH:14]=[CH:13][C:12]([C@@H:15]3[CH2:17][C@H:16]3[C:18]([OH:20])=[O:19])=[CH:11][CH:10]=2)[O:5]1. Given the reactants [CH3:1][C:2]1([CH3:23])[C:6]([CH3:8])([CH3:7])[O:5][B:4]([C:9]2[CH:14]=[CH:13][C:12]([C@@H:15]3[CH2:17][C@H:16]3[C:18]([O:20]CC)=[O:19])=[CH:11][CH:10]=2)[O:3]1.Cl, predict the reaction product. (3) Given the reactants Br[C:2]1[N:7]=[CH:6][C:5]([C:8]([N:10]2[CH2:15][CH2:14][N:13]([C:16]3[C:21]([CH3:22])=[CH:20][C:19]([CH3:23])=[CH:18][N:17]=3)[CH2:12][CH2:11]2)=[O:9])=[CH:4][CH:3]=1.[S:24]1(=[O:31])(=[O:30])[CH2:29][CH2:28][CH2:27][CH2:26][NH:25]1, predict the reaction product. The product is: [CH3:22][C:21]1[C:16]([N:13]2[CH2:14][CH2:15][N:10]([C:8]([C:5]3[CH:6]=[N:7][C:2]([N:25]4[CH2:26][CH2:27][CH2:28][CH2:29][S:24]4(=[O:31])=[O:30])=[CH:3][CH:4]=3)=[O:9])[CH2:11][CH2:12]2)=[N:17][CH:18]=[C:19]([CH3:23])[CH:20]=1. (4) Given the reactants CO[CH:3](OC)[CH2:4][C:5]([CH3:11])=[C:6]([C:9]#[N:10])[C:7]#[N:8].C(C(C#N)=C(C)C=C[O:20]C)#N, predict the reaction product. The product is: [C:7]([C:6]1[C:9](=[O:20])[NH:10][CH:3]=[CH:4][C:5]=1[CH3:11])#[N:8]. (5) The product is: [C:29]([NH:1][CH2:2][C:3]([N:5]1[CH2:9][C@H:8]([NH:10][C:11](=[O:18])[C:12]2[CH:13]=[CH:14][CH:15]=[CH:16][CH:17]=2)[CH2:7][C@H:6]1[C:19]([OH:21])=[O:20])=[O:4])(=[O:31])[CH3:30]. Given the reactants [NH2:1][CH2:2][C:3]([N:5]1[CH2:9][C@H:8]([NH:10][C:11](=[O:18])[C:12]2[CH:17]=[CH:16][CH:15]=[CH:14][CH:13]=2)[CH2:7][C@H:6]1[C:19]([OH:21])=[O:20])=[O:4].C(N(CC)CC)C.[C:29](OC(=O)C)(=[O:31])[CH3:30], predict the reaction product. (6) The product is: [ClH:1].[Cl:42][C:40]1[CH:41]=[C:36]([C@H:29]2[C:30]3[C:31](=[CH:32][CH:33]=[CH:34][CH:35]=3)[C@@H:26]([NH:25][CH3:24])[CH2:27][CH2:28]2)[CH:37]=[CH:38][C:39]=1[Cl:43].[CH3:45][OH:46]. Given the reactants [Cl:1]C1C=C(C2C3C(=CC=CC=3)C(=NC)CC2)C=CC=1Cl.[H][H].Cl.[CH3:24][NH:25][C@@H:26]1[C:31]2[CH:32]=[CH:33][CH:34]=[CH:35][C:30]=2[C@H:29]([C:36]2[CH:37]=[CH:38][C:39]([Cl:43])=[C:40]([Cl:42])[CH:41]=2)[CH2:28][CH2:27]1.Cl.[CH3:45][OH:46], predict the reaction product. (7) Given the reactants FC(F)(F)S(O[C:7]1[CH:8]=[CH:9][CH:10]=[C:11]2[C:16]=1[CH2:15][N:14]([C:17]([O:19][C@H:20]1[CH2:24][N:23]([C:25]([O:27][C:28]([CH3:31])([CH3:30])[CH3:29])=[O:26])[C@H:22]([C:32]([O:34][CH3:35])=[O:33])[CH2:21]1)=[O:18])[CH2:13][CH2:12]2)(=O)=O.[CH2:38]([Sn](CCCC)(CCCC)C=C)[CH2:39]CC.[Cl-].[Li+], predict the reaction product. The product is: [CH:38]([C:7]1[CH:8]=[CH:9][CH:10]=[C:11]2[C:16]=1[CH2:15][N:14]([C:17]([O:19][C@H:20]1[CH2:24][N:23]([C:25]([O:27][C:28]([CH3:30])([CH3:29])[CH3:31])=[O:26])[C@H:22]([C:32]([O:34][CH3:35])=[O:33])[CH2:21]1)=[O:18])[CH2:13][CH2:12]2)=[CH2:39].